Binary Classification. Given a drug SMILES string, predict its activity (active/inactive) in a high-throughput screening assay against a specified biological target. From a dataset of Tyrosyl-DNA phosphodiesterase HTS with 341,365 compounds. (1) The compound is BrC12CC3(CC(C2)CC(C3)C1)CC(=O)Nc1c(OC)cccc1. The result is 0 (inactive). (2) The drug is s1c2nc3n(c(=O)c2c(c1C(OCC)=O)C)cc(cc3SCCC(O)=O)C(=O)c1c(O)ccc(OC)c1. The result is 1 (active). (3) The compound is S=C(N(Cc1c(F)cccc1)Cc1ccccc1)NCC(=O)NCCN(C)C. The result is 0 (inactive).